This data is from Catalyst prediction with 721,799 reactions and 888 catalyst types from USPTO. The task is: Predict which catalyst facilitates the given reaction. (1) Reactant: [Br:1][CH2:2][C:3]([C:5]1[CH:10]=[CH:9][CH:8]=[CH:7][CH:6]=1)=[O:4].[C:11]([O:15][C:16]([NH:18][C@H:19]([C:31]1[CH:36]=[CH:35][CH:34]=[CH:33][CH:32]=1)[C:20]([O:22][C@@H:23]1[CH:28]2[CH2:29][CH2:30][N:25]([CH2:26][CH2:27]2)[CH2:24]1)=[O:21])=[O:17])([CH3:14])([CH3:13])[CH3:12]. Product: [Br-:1].[C:11]([O:15][C:16]([NH:18][C@H:19]([C:31]1[CH:36]=[CH:35][CH:34]=[CH:33][CH:32]=1)[C:20]([O:22][C@@H:23]1[CH:28]2[CH2:29][CH2:30][N+:25]([CH2:2][C:3](=[O:4])[C:5]3[CH:10]=[CH:9][CH:8]=[CH:7][CH:6]=3)([CH2:26][CH2:27]2)[CH2:24]1)=[O:21])=[O:17])([CH3:14])([CH3:12])[CH3:13]. The catalyst class is: 25. (2) Reactant: Cl[C:2]1[CH:3]=[C:4]([CH3:19])[C:5]2[CH2:6][N:7]([CH3:18])[CH2:8][CH:9]([CH2:13][C:14]([F:17])([F:16])[F:15])[O:10][C:11]=2[N:12]=1.[CH3:20][C:21]1[N:22]=[CH:23][N:24]([C:26]2[CH:27]=[CH:28][C:29]([NH2:32])=[N:30][CH:31]=2)[CH:25]=1.C(=O)([O-])[O-].[Cs+].[Cs+].C1(P(C2CCCCC2)C2C=CC=CC=2C2C=CC=CC=2)CCCCC1. Product: [CH3:18][N:7]1[CH2:6][C:5]2[C:4]([CH3:19])=[CH:3][C:2]([NH:32][C:29]3[CH:28]=[CH:27][C:26]([N:24]4[CH:25]=[C:21]([CH3:20])[N:22]=[CH:23]4)=[CH:31][N:30]=3)=[N:12][C:11]=2[O:10][CH:9]([CH2:13][C:14]([F:17])([F:16])[F:15])[CH2:8]1. The catalyst class is: 848. (3) Reactant: CC(C)([O-])C.[K+].C([O:9][C:10](=O)[CH2:11][N:12]([CH2:14][CH2:15][C:16](=[O:42])[NH:17][C:18]1[CH:23]=[CH:22][C:21]([CH2:24][CH2:25][CH2:26][N:27]2[CH2:32][CH2:31][N:30]([C:33]3[C:37]4[CH:38]=[CH:39][CH:40]=[CH:41][C:36]=4[S:35][N:34]=3)[CH2:29][CH2:28]2)=[CH:20][CH:19]=1)[CH3:13])C.O.Cl. Product: [S:35]1[C:36]2[CH:41]=[CH:40][CH:39]=[CH:38][C:37]=2[C:33]([N:30]2[CH2:31][CH2:32][N:27]([CH2:26][CH2:25][CH2:24][C:21]3[CH:20]=[CH:19][C:18]([NH:17][C:16]([CH:15]4[C:10](=[O:9])[CH2:11][N:12]([CH3:13])[CH2:14]4)=[O:42])=[CH:23][CH:22]=3)[CH2:28][CH2:29]2)=[N:34]1. The catalyst class is: 7. (4) Reactant: [ClH:1].Br[C:3]1[CH:11]=[CH:10][CH:9]=[C:8]2[C:4]=1[CH2:5][N:6]([CH2:15][C:16]1[C:21]([CH3:22])=[CH:20][C:19]([CH3:23])=[CH:18][C:17]=1[CH3:24])[CH:7]2[C:12]([OH:14])=[O:13].[C:25](B1OC(C)(C)C(C)(C)O1)([CH3:27])=[CH2:26].C(=O)([O-])[O-].[Cs+].[Cs+]. Product: [ClH:1].[C:25]([C:3]1[CH:11]=[CH:10][CH:9]=[C:8]2[C:4]=1[CH2:5][N:6]([CH2:15][C:16]1[C:21]([CH3:22])=[CH:20][C:19]([CH3:23])=[CH:18][C:17]=1[CH3:24])[CH:7]2[C:12]([OH:14])=[O:13])([CH3:27])=[CH2:26]. The catalyst class is: 117. (5) Reactant: Br[CH:2]1[CH:6]([CH2:7][CH3:8])[O:5][C:3]1=O.[OH:9][C:10]1[CH:15]=[CH:14][C:13]([C:16](=[S:18])[NH2:17])=[CH:12][C:11]=1[CH2:19][CH2:20][CH3:21]. Product: [S:18]1[C:7]2[CH2:8][CH2:2][CH2:3][O:5][C:6]=2[N:17]=[C:16]1[C:13]1[CH:14]=[CH:15][C:10]([OH:9])=[C:11]([CH2:19][CH2:20][CH3:21])[CH:12]=1. The catalyst class is: 8. (6) Reactant: C([O:3][C:4](=O)[N:5]([C:14]1[CH:19]=[C:18]([C:20]2[O:21][CH:22]=[C:23]([CH2:25][CH3:26])[N:24]=2)[N:17]=[C:16]([NH2:27])[C:15]=1[N+:28]([O-])=O)[CH2:6][C:7]1[CH:8]=[N:9][C:10]([CH3:13])=[CH:11][CH:12]=1)C. Product: [NH2:27][C:16]1[C:15]2[NH:28][C:4](=[O:3])[N:5]([CH2:6][C:7]3[CH:8]=[N:9][C:10]([CH3:13])=[CH:11][CH:12]=3)[C:14]=2[CH:19]=[C:18]([C:20]2[O:21][CH:22]=[C:23]([CH2:25][CH3:26])[N:24]=2)[N:17]=1. The catalyst class is: 183. (7) Reactant: [Cl:1][C:2]1[CH:7]=[CH:6][C:5]([C:8]([CH3:13])([CH3:12])[C:9](O)=[O:10])=[CH:4][CH:3]=1.S(Cl)([Cl:16])=O. Product: [Cl:1][C:2]1[CH:7]=[CH:6][C:5]([C:8]([CH3:13])([CH3:12])[C:9]([Cl:16])=[O:10])=[CH:4][CH:3]=1. The catalyst class is: 4.